This data is from Forward reaction prediction with 1.9M reactions from USPTO patents (1976-2016). The task is: Predict the product of the given reaction. (1) Given the reactants [CH:1]1([C:4]2[N:8]([C:9]3[N:14]=[CH:13][C:12]([NH:15][C:16]([C:18]4[S:22][CH:21]=[N:20][C:19]=4[CH3:23])=[O:17])=[CH:11][CH:10]=3)[N:7]=[C:6]([C:24]([F:27])([F:26])[F:25])[CH:5]=2)[CH2:3][CH2:2]1.CC1N=CSC=1C([Cl:36])=O.Cl, predict the reaction product. The product is: [ClH:36].[CH:1]1([C:4]2[N:8]([C:9]3[N:14]=[CH:13][C:12]([NH:15][C:16]([C:18]4[S:22][CH:21]=[N:20][C:19]=4[CH3:23])=[O:17])=[CH:11][CH:10]=3)[N:7]=[C:6]([C:24]([F:26])([F:27])[F:25])[CH:5]=2)[CH2:3][CH2:2]1. (2) Given the reactants [F:1][C:2]1[CH:7]=[CH:6][CH:5]=[C:4]([CH3:8])[N:3]=1.[Mn]([O-])(=O)(=O)=[O:10].[K+].[OH2:15], predict the reaction product. The product is: [F:1][C:2]1[N:3]=[C:4]([C:8]([OH:10])=[O:15])[CH:5]=[CH:6][CH:7]=1. (3) The product is: [F:1][C:2]1[C:14]([O:15][CH3:16])=[CH:13][C:5]2[CH2:6][NH:7][CH2:8][CH2:9][NH:10][C:4]=2[CH:3]=1. Given the reactants [F:1][C:2]1[C:14]([O:15][CH3:16])=[CH:13][C:5]2[C:6](=O)[NH:7][CH2:8][C:9](=O)[NH:10][C:4]=2[CH:3]=1.[H-].[Al+3].[Li+].[H-].[H-].[H-], predict the reaction product. (4) The product is: [CH3:29][C:22]1[CH:23]=[CH:18][C:19]([S:24]([O:13][CH2:12][CH:8]2[O:7][C:6]3[CH:5]=[C:4]([S:14]([CH3:17])(=[O:16])=[O:15])[CH:3]=[C:2]([F:1])[C:11]=3[O:10][CH2:9]2)(=[O:25])=[O:26])=[CH:20][CH:21]=1. Given the reactants [F:1][C:2]1[C:11]2[O:10][CH2:9][CH:8]([CH2:12][OH:13])[O:7][C:6]=2[CH:5]=[C:4]([S:14]([CH3:17])(=[O:16])=[O:15])[CH:3]=1.[C:18]1(C)[C:19]([S:24](Cl)(=[O:26])=[O:25])=[CH:20][CH:21]=[CH:22][CH:23]=1.[CH2:29](Cl)Cl, predict the reaction product. (5) Given the reactants CS(Cl)(=O)=O.[CH3:6][N:7]([CH2:21][C:22]([CH3:27])([S:24][S:25][CH3:26])[CH3:23])[CH2:8][CH2:9][O:10][C:11]1[CH:16]=[C:15]([CH2:17][OH:18])[N:14]=[C:13]([CH2:19][OH:20])[CH:12]=1.[CH3:28]/[CH:29]=[C:30]1\[CH2:31][C@H:32]2[N:43]([CH2:44]\1)[C:41](=[O:42])[C:40]1[C:35](=[CH:36][C:37](O)=[C:38]([O:45][CH3:46])[CH:39]=1)[NH:34][CH:33]2OC.[C:50]([O-:53])([O-])=O.[K+].[K+], predict the reaction product. The product is: [CH3:6][N:7]([CH2:21][C:22]([CH3:27])([S:24][S:25][CH3:26])[CH3:23])[CH2:8][CH2:9][O:10][C:11]1[CH:16]=[C:15]([CH2:17][O:18][C:37]2[C:38]([O:53][CH3:50])=[CH:39][C:40]3[C:41](=[O:42])[N:43]4[CH2:44][C:30](=[CH:29][CH3:28])[CH2:31][C@H:32]4[CH:33]=[N:34][C:35]=3[CH:36]=2)[N:14]=[C:13]([CH2:19][O:20][C:37]2[C:38]([O:45][CH3:46])=[CH:39][C:40]3[C:41](=[O:42])[N:43]4[CH2:44][C:30](=[CH:29][CH3:28])[CH2:31][C@H:32]4[CH:33]=[N:34][C:35]=3[CH:36]=2)[CH:12]=1.